From a dataset of Peptide-MHC class I binding affinity with 185,985 pairs from IEDB/IMGT. Regression. Given a peptide amino acid sequence and an MHC pseudo amino acid sequence, predict their binding affinity value. This is MHC class I binding data. (1) The peptide sequence is EFIRIIRPDY. The MHC is HLA-A68:01 with pseudo-sequence HLA-A68:01. The binding affinity (normalized) is 0.131. (2) The peptide sequence is DEFLKVPEW. The MHC is HLA-A29:02 with pseudo-sequence HLA-A29:02. The binding affinity (normalized) is 0.0847.